Task: Regression/Classification. Given a drug SMILES string, predict its absorption, distribution, metabolism, or excretion properties. Task type varies by dataset: regression for continuous measurements (e.g., permeability, clearance, half-life) or binary classification for categorical outcomes (e.g., BBB penetration, CYP inhibition). Dataset: cyp3a4_veith.. Dataset: CYP3A4 inhibition data for predicting drug metabolism from PubChem BioAssay (1) The compound is CC(=O)OCC(=O)[C@@]1(O)[C@H](C)C[C@@H]2[C@H]3CCC4=CC(=O)C=C[C@]4(C)[C@]3(F)[C@@H](O)C[C@@]21C. The result is 0 (non-inhibitor). (2) The compound is O=C(Nc1cc(-c2nc3ccccc3s2)ccc1Cl)c1ccc2c(c1)OCO2. The result is 1 (inhibitor). (3) The compound is O=c1[nH][nH]c(C(F)(F)F)c1C=Nc1cccc(Cl)c1. The result is 0 (non-inhibitor). (4) The molecule is CCN1C(=O)CC(N2CCN(CC(=O)NC(C)C)CC2)C1=O. The result is 0 (non-inhibitor). (5) The compound is Cc1cnc(CNc2cc(-c3ccoc3)ncn2)cn1. The result is 0 (non-inhibitor). (6) The compound is CCOc1ccc(S(=O)(=O)NCc2ccc(F)cc2)c2cccnc12. The result is 1 (inhibitor).